Dataset: HIV replication inhibition screening data with 41,000+ compounds from the AIDS Antiviral Screen. Task: Binary Classification. Given a drug SMILES string, predict its activity (active/inactive) in a high-throughput screening assay against a specified biological target. (1) The drug is CCC1C(=O)OC2OC(c3ccccc3)(c3ccccc3)NC21. The result is 0 (inactive). (2) The compound is CCOC(=O)C1(CC=CCBr)CCc2ccccc2C1=O. The result is 0 (inactive). (3) The drug is CCCCCSP(=S)(C(C)C)C(C)C. The result is 0 (inactive). (4) The molecule is S=C(SSSSC(=S)N1CCCCC1)N1CCCCC1. The result is 0 (inactive). (5) The molecule is Cc1ccc(S(=O)(=O)Oc2nc3ccccc3nc2OS(=O)(=O)c2ccc(C)cc2)cc1. The result is 0 (inactive). (6) The drug is CC1(c2ccc3ccccc3c2)OC(=O)c2ccccc21. The result is 0 (inactive). (7) The drug is O=C1OCC(O)C(C2OC(=O)c3cc(O)c(O)c(O)c3-c3c(O)c(O)c(O)c4c3C(=O)OC2C4c2c(O)cc(O)c3c2OC(c2ccc(O)c(O)c2)C(O)C3)OC(=O)c2cc(O)c(O)c(O)c2-c2c1cc(O)c(O)c2O. The result is 1 (active).